From a dataset of Catalyst prediction with 721,799 reactions and 888 catalyst types from USPTO. Predict which catalyst facilitates the given reaction. (1) Reactant: [F:1][C:2]1([F:30])[CH2:7][CH2:6][C:5]([CH2:9][NH:10][C:11]([C:13]2[C:14]3[CH:15]=[CH:16][C:17]([CH:24]4[CH2:28][CH2:27][C:26](=O)[CH2:25]4)=[N:18][C:19]=3[CH:20]=[CH:21][C:22]=2[Cl:23])=[O:12])([OH:8])[CH2:4][CH2:3]1.C[CH2:32][N:33](CC)[CH2:34]C.CNC.C1COCC1.C(O[BH-](OC(=O)C)OC(=O)C)(=O)C.[Na+]. Product: [F:30][C:2]1([F:1])[CH2:3][CH2:4][C:5]([CH2:9][NH:10][C:11]([C:13]2[C:14]3[CH:15]=[CH:16][C:17]([CH:24]4[CH2:28][CH2:27][CH:26]([N:33]([CH3:34])[CH3:32])[CH2:25]4)=[N:18][C:19]=3[CH:20]=[CH:21][C:22]=2[Cl:23])=[O:12])([OH:8])[CH2:6][CH2:7]1. The catalyst class is: 2. (2) Reactant: [Br:1][C:2]1[CH:3]=[C:4]([N:8]2[CH2:18][C@@H:17]([CH3:19])[CH2:16][C@H:9]2[C:10]([NH:12][CH2:13][C:14]#[N:15])=[O:11])[CH:5]=[CH:6][CH:7]=1.[Cl:20]N1C(=O)CCC1=O. Product: [Br:1][C:2]1[CH:7]=[CH:6][C:5]([Cl:20])=[C:4]([N:8]2[CH2:18][C@@H:17]([CH3:19])[CH2:16][C@H:9]2[C:10]([NH:12][CH2:13][C:14]#[N:15])=[O:11])[CH:3]=1. The catalyst class is: 32. (3) Reactant: C(OC(=O)[NH:7][C:8]1[CH:13]=[C:12]([N:14]([CH3:16])[CH3:15])[C:11]([C:17]([F:20])([F:19])[F:18])=[CH:10][C:9]=1[NH:21][C:22](=[O:45])[CH2:23][C:24](=O)[C:25]1[CH:30]=[CH:29][CH:28]=[C:27]([C:31]2[C:35]([CH2:36][O:37]C3CCCCO3)=[CH:34][O:33][N:32]=2)[CH:26]=1)(C)(C)C.C(O)(C(F)(F)F)=O. Product: [CH3:16][N:14]([CH3:15])[C:12]1[C:11]([C:17]([F:19])([F:18])[F:20])=[CH:10][C:9]2[NH:21][C:22](=[O:45])[CH2:23][C:24]([C:25]3[CH:30]=[CH:29][CH:28]=[C:27]([C:31]4[C:35]([CH2:36][OH:37])=[CH:34][O:33][N:32]=4)[CH:26]=3)=[N:7][C:8]=2[CH:13]=1. The catalyst class is: 2. (4) Reactant: [O:1]=[CH:2][C:3]1[CH:11]=[CH:10][C:8]([OH:9])=[C:5]([O:6][CH3:7])[CH:4]=1.[C:12]([O-])([O-])=O.[K+].[K+].[CH2:18](Br)[C:19]#C. Product: [CH3:12][O:9][C:8]1[CH:10]=[CH:11][C:3]([CH:2]=[O:1])=[CH:4][C:5]=1[O:6][CH2:7][C:18]#[CH:19]. The catalyst class is: 3. (5) Reactant: [N+](C1C=CC=CC=1S([N:13]([CH2:26][C:27]1[CH:32]=[CH:31][C:30]([CH2:33][N:34]2[C:42]3[C:37](=[CH:38][CH:39]=[CH:40][CH:41]=3)[CH:36]=[C:35]2[C:43]2[CH:48]=[CH:47][CH:46]=[CH:45][CH:44]=2)=[CH:29][CH:28]=1)[C:14]1[CH:19]=[CH:18][C:17]([CH2:20][CH2:21][C:22]([O:24][CH3:25])=[O:23])=[CH:16][CH:15]=1)(=O)=O)([O-])=O.SCC(O)=O.O.[OH-].[Li+].C(OCC)(=O)C. Product: [C:43]1([C:35]2[N:34]([CH2:33][C:30]3[CH:29]=[CH:28][C:27]([CH2:26][NH:13][C:14]4[CH:15]=[CH:16][C:17]([CH2:20][CH2:21][C:22]([O:24][CH3:25])=[O:23])=[CH:18][CH:19]=4)=[CH:32][CH:31]=3)[C:42]3[C:37]([CH:36]=2)=[CH:38][CH:39]=[CH:40][CH:41]=3)[CH:48]=[CH:47][CH:46]=[CH:45][CH:44]=1. The catalyst class is: 9. (6) Reactant: [CH2:1]([O:3][C:4]1[CH:13]=[C:12]([N+:14]([O-])=O)[CH:11]=[CH:10][C:5]=1[C:6]([O:8]C)=[O:7])[CH3:2]. The catalyst class is: 94. Product: [CH2:1]([O:3][C:4]1[CH:13]=[C:12]([NH2:14])[CH:11]=[CH:10][C:5]=1[C:6]([OH:8])=[O:7])[CH3:2].